Dataset: Forward reaction prediction with 1.9M reactions from USPTO patents (1976-2016). Task: Predict the product of the given reaction. (1) Given the reactants [Cl:1][C:2]1[CH:7]=[CH:6][C:5]([C:8]2[CH:9]=[N:10][CH:11]=[C:12]3[C:17]=2[N:16]=[C:15]([C:18]([OH:20])=O)[CH:14]=[CH:13]3)=[CH:4][CH:3]=1.C(N(CC)C(C)C)(C)C.F[P-](F)(F)(F)(F)F.N1(OC(N(C)C)=[N+](C)C)C2N=CC=CC=2N=N1.[F:54][C:55]([F:59])([F:58])[CH2:56][NH2:57], predict the reaction product. The product is: [Cl:1][C:2]1[CH:3]=[CH:4][C:5]([C:8]2[CH:9]=[N:10][CH:11]=[C:12]3[C:17]=2[N:16]=[C:15]([C:18]([NH:57][CH2:56][C:55]([F:59])([F:58])[F:54])=[O:20])[CH:14]=[CH:13]3)=[CH:6][CH:7]=1. (2) The product is: [F:38][CH:19]([F:18])[O:20][C:21]1[CH:26]=[C:25]([O:27][CH:28]([F:29])[F:30])[CH:24]=[CH:23][C:22]=1[C:31]1[CH:35]=[C:34]([CH2:36][N:14]2[CH:13]=[C:12]3[N:17]=[C:9]([C:3]4[CH:4]=[CH:5][CH:6]=[C:7]([F:8])[C:2]=4[F:1])[N:10]=[C:11]3[CH:16]=[N:15]2)[O:33][N:32]=1. Given the reactants [F:1][C:2]1[C:7]([F:8])=[CH:6][CH:5]=[CH:4][C:3]=1[C:9]1[N:17]=[C:12]2[CH:13]=[N:14][NH:15][CH:16]=[C:11]2[N:10]=1.[F:18][CH:19]([F:38])[O:20][C:21]1[CH:26]=[C:25]([O:27][CH:28]([F:30])[F:29])[CH:24]=[CH:23][C:22]=1[C:31]1[CH:35]=[C:34]([CH2:36]Cl)[O:33][N:32]=1, predict the reaction product. (3) Given the reactants [CH2:1]([O:3][C:4]1[CH:5]=[C:6]([CH:9]=[C:10]([O:19][CH2:20][CH3:21])[C:11]=1[C:12]([F:18])([F:17])[C:13]([F:16])([F:15])[F:14])C=O)[CH3:2].[CH2:22]([O:24][C:25]([C:27]1([CH3:48])[CH2:32][CH2:31][N:30]([C:33]2[CH2:47][C:36]3([CH2:39][N:38]([C:40](OC(C)(C)C)=O)[CH2:37]3)[O:35][N:34]=2)[CH2:29][CH2:28]1)=[O:26])[CH3:23], predict the reaction product. The product is: [CH2:20]([O:19][C:10]1[CH:9]=[C:6]([CH:5]=[C:4]([O:3][CH2:1][CH3:2])[C:11]=1[C:12]([F:17])([F:18])[C:13]([F:14])([F:16])[F:15])[CH2:40][N:38]1[CH2:37][C:36]2([CH2:47][C:33]([N:30]3[CH2:31][CH2:32][C:27]([CH3:48])([C:25]([O:24][CH2:22][CH3:23])=[O:26])[CH2:28][CH2:29]3)=[N:34][O:35]2)[CH2:39]1)[CH3:21]. (4) The product is: [Br:10][C:11]1[CH:18]=[CH:17][C:14]([C:15]#[N:16])=[C:13]([O:9][C:3]2[CH:8]=[CH:7][CH:6]=[CH:5][CH:4]=2)[CH:12]=1. Given the reactants [H-].[Na+].[C:3]1([OH:9])[CH:8]=[CH:7][CH:6]=[CH:5][CH:4]=1.[Br:10][C:11]1[CH:18]=[CH:17][C:14]([C:15]#[N:16])=[C:13](F)[CH:12]=1.[OH-].[Na+], predict the reaction product.